This data is from Full USPTO retrosynthesis dataset with 1.9M reactions from patents (1976-2016). The task is: Predict the reactants needed to synthesize the given product. Given the product [CH3:1][O:2][C:3]([N:5]1[C@H:13]2[C@H:8]([C@:9]([O:23][C:30](=[O:31])[CH2:29][O:28][CH2:27][CH2:26][O:25][CH3:24])([C:14]#[C:15][C:16]3[CH:17]=[C:18]([CH3:22])[CH:19]=[CH:20][CH:21]=3)[CH2:10][CH2:11][CH2:12]2)[CH2:7][CH2:6]1)=[O:4], predict the reactants needed to synthesize it. The reactants are: [CH3:1][O:2][C:3]([N:5]1[C@@H:13]2[C@@H:8]([C@@:9]([OH:23])([C:14]#[C:15][C:16]3[CH:17]=[C:18]([CH3:22])[CH:19]=[CH:20][CH:21]=3)[CH2:10][CH2:11][CH2:12]2)[CH2:7][CH2:6]1)=[O:4].[CH3:24][O:25][CH2:26][CH2:27][O:28][CH2:29][C:30](O)=[O:31].